This data is from Forward reaction prediction with 1.9M reactions from USPTO patents (1976-2016). The task is: Predict the product of the given reaction. (1) Given the reactants CCN(C(C)C)C(C)C.F[C:11]1[C:16]([N+:17]([O-:19])=[O:18])=[CH:15][C:14]([NH:20][C:21]2[N:26]=[C:25]([C:27]3[CH:28]=[N:29][N:30]4[CH:35]=[CH:34][CH:33]=[CH:32][C:31]=34)[CH:24]=[CH:23][N:22]=2)=[C:13]([O:36][CH3:37])[CH:12]=1.[CH3:38][N:39]1[CH2:43][C@@H:42]2[NH:44][CH2:45][CH2:46][C@@H:41]2[CH2:40]1, predict the reaction product. The product is: [CH3:38][N:39]1[CH2:40][C@@H:41]2[C@@H:42]([N:44]([C:11]3[C:16]([N+:17]([O-:19])=[O:18])=[CH:15][C:14]([NH:20][C:21]4[N:26]=[C:25]([C:27]5[CH:28]=[N:29][N:30]6[CH:35]=[CH:34][CH:33]=[CH:32][C:31]=56)[CH:24]=[CH:23][N:22]=4)=[C:13]([O:36][CH3:37])[CH:12]=3)[CH2:45][CH2:46]2)[CH2:43]1. (2) Given the reactants [Cl:1][C:2]1[CH:7]=[CH:6][CH:5]=[CH:4][C:3]=1[C:8]1[C:16]2[C:11](=[CH:12][C:13]([N+:17]([O-])=O)=[CH:14][CH:15]=2)[NH:10][N:9]=1.[NH4+].[Cl-], predict the reaction product. The product is: [Cl:1][C:2]1[CH:7]=[CH:6][CH:5]=[CH:4][C:3]=1[C:8]1[C:16]2[C:11](=[CH:12][C:13]([NH2:17])=[CH:14][CH:15]=2)[NH:10][N:9]=1. (3) Given the reactants [OH:1][C:2]1[N:3]([C:18]2[CH:23]=[CH:22][C:21]([CH2:24][N:25]3[CH2:30][CH2:29][NH:28][CH2:27][CH2:26]3)=[CH:20][CH:19]=2)[C:4]([C:7]2[CH:12]=[C:11]([CH:13]([CH3:15])[CH3:14])[C:10]([OH:16])=[CH:9][C:8]=2[OH:17])=[N:5][N:6]=1.[CH3:31][N:32]([CH2:40][CH2:41][CH2:42][CH:43]=O)[C:33](=[O:39])[O:34][C:35]([CH3:38])([CH3:37])[CH3:36].[BH3-]C#N.[Na+], predict the reaction product. The product is: [C:35]([O:34][C:33](=[O:39])[N:32]([CH2:40][CH2:41][CH2:42][CH2:43][N:28]1[CH2:27][CH2:26][N:25]([CH2:24][C:21]2[CH:20]=[CH:19][C:18]([N:3]3[C:2]([OH:1])=[N:6][N:5]=[C:4]3[C:7]3[CH:12]=[C:11]([CH:13]([CH3:15])[CH3:14])[C:10]([OH:16])=[CH:9][C:8]=3[OH:17])=[CH:23][CH:22]=2)[CH2:30][CH2:29]1)[CH3:31])([CH3:38])([CH3:37])[CH3:36]. (4) Given the reactants Br[C:2]1[CH:3]=[C:4]2[C:9](=[CH:10][C:11]=1[F:12])[N:8]([C:13]([O:15][C:16]([CH3:19])([CH3:18])[CH3:17])=[O:14])[CH2:7][CH2:6][CH2:5]2.[CH3:20][N:21]1[CH:25]=[C:24](B2OC(C)(C)C(C)(C)O2)[CH:23]=[N:22]1.C([O-])([O-])=O.[K+].[K+], predict the reaction product. The product is: [F:12][C:11]1[CH:10]=[C:9]2[C:4]([CH2:5][CH2:6][CH2:7][N:8]2[C:13]([O:15][C:16]([CH3:19])([CH3:18])[CH3:17])=[O:14])=[CH:3][C:2]=1[C:24]1[CH:23]=[N:22][N:21]([CH3:20])[CH:25]=1.